Dataset: Forward reaction prediction with 1.9M reactions from USPTO patents (1976-2016). Task: Predict the product of the given reaction. (1) Given the reactants [O:1]1[C:5]2([CH2:10][CH2:9][NH:8][CH2:7][CH2:6]2)OCC1.[CH2:11]([O:13][C:14]1[CH:15]=[C:16]([CH:19]=[CH:20][C:21]=1[O:22][CH3:23])[CH:17]=O)[CH3:12].C([BH3-])#N.[Na+].Cl, predict the reaction product. The product is: [CH2:11]([O:13][C:14]1[CH:15]=[C:16]([CH:19]=[CH:20][C:21]=1[O:22][CH3:23])[CH2:17][N:8]1[CH2:7][CH2:6][C:5](=[O:1])[CH2:10][CH2:9]1)[CH3:12]. (2) Given the reactants [C:1]1([S:7]([C:10]2[CH:17]3[CH:15]([O:16]3)[CH:14]([CH3:18])[CH:13]([OH:19])[CH:12]([CH3:20])[CH:11]=2)(=[O:9])=[O:8])[CH:6]=[CH:5][CH:4]=[CH:3][CH:2]=1.N1C(C)=CC=CC=1C.[Si:29](OS(C(F)(F)F)(=O)=O)([C:32]([CH3:35])([CH3:34])[CH3:33])([CH3:31])[CH3:30].CO, predict the reaction product. The product is: [C:1]1([S:7]([C:10]2[C@H:17]3[C@H:15]([O:16]3)[C@H:14]([CH3:18])[C@H:13]([O:19][Si:29]([C:32]([CH3:35])([CH3:34])[CH3:33])([CH3:31])[CH3:30])[C@@H:12]([CH3:20])[CH:11]=2)(=[O:9])=[O:8])[CH:2]=[CH:3][CH:4]=[CH:5][CH:6]=1.